The task is: Regression. Given a peptide amino acid sequence and an MHC pseudo amino acid sequence, predict their binding affinity value. This is MHC class I binding data.. This data is from Peptide-MHC class I binding affinity with 185,985 pairs from IEDB/IMGT. (1) The peptide sequence is GEGHGAGGW. The MHC is Mamu-B52 with pseudo-sequence Mamu-B52. The binding affinity (normalized) is 0.154. (2) The peptide sequence is WHGRDNRTI. The MHC is Mamu-B1001 with pseudo-sequence YTEMYEQNSANTHVDTAYLTYHYYTWAERAYRWY. The binding affinity (normalized) is 0.299. (3) The peptide sequence is HLAIMAVFK. The MHC is HLA-A68:01 with pseudo-sequence HLA-A68:01. The binding affinity (normalized) is 0.606. (4) The peptide sequence is DEALKMTMAS. The MHC is HLA-B40:01 with pseudo-sequence HLA-B40:01. The binding affinity (normalized) is 0.